From a dataset of Experimentally validated miRNA-target interactions with 360,000+ pairs, plus equal number of negative samples. Binary Classification. Given a miRNA mature sequence and a target amino acid sequence, predict their likelihood of interaction. The miRNA is cel-miR-259-5p with sequence AAAUCUCAUCCUAAUCUGGUAGCA. The protein sequence of the target gene is MASYFDEHDCEPLNPEREARNNMLLELARRVRGAWSWAPGGRSLFNRMDFEDLGLVDWEHHLPPPAAKAVVESLPRTVISSAKADLKCPVCLLEFEAEETVIEMPCHHLFHSNCILPWLSKTNSCPLCRHELPTDDDSYEEHKKDKARRQQQQHRLENLHGAMYT. Result: 0 (no interaction).